Dataset: Forward reaction prediction with 1.9M reactions from USPTO patents (1976-2016). Task: Predict the product of the given reaction. Given the reactants [C:1]([C:3]1[C:4]([S:10][C@@H:11]([C:21]2[CH:26]=[CH:25][CH:24]=[CH:23][CH:22]=2)[CH2:12][NH:13]C(=O)OC(C)(C)C)=[N:5][C:6]([CH3:9])=[CH:7][CH:8]=1)#[N:2].[ClH:27], predict the reaction product. The product is: [ClH:27].[NH2:13][CH2:12][C@@H:11]([S:10][C:4]1[C:3]([C:1]#[N:2])=[CH:8][CH:7]=[C:6]([CH3:9])[N:5]=1)[C:21]1[CH:22]=[CH:23][CH:24]=[CH:25][CH:26]=1.